From a dataset of Forward reaction prediction with 1.9M reactions from USPTO patents (1976-2016). Predict the product of the given reaction. (1) Given the reactants [Cl:1][C:2]1[CH:7]=[C:6]([CH2:8][OH:9])[C:5]([Cl:10])=[CH:4][C:3]=1[CH:11]=[CH:12][C:13]([O:15][C:16]([CH3:19])([CH3:18])[CH3:17])=[O:14], predict the reaction product. The product is: [Cl:1][C:2]1[CH:7]=[C:6]([CH2:8][OH:9])[C:5]([Cl:10])=[CH:4][C:3]=1[CH2:11][CH2:12][C:13]([O:15][C:16]([CH3:19])([CH3:18])[CH3:17])=[O:14]. (2) Given the reactants Br[C:2]1[CH:10]=[CH:9][CH:8]=[C:7]2[C:3]=1[C:4]([CH3:11])=[CH:5][NH:6]2.[CH3:12][N:13]1C(=O)CCC1, predict the reaction product. The product is: [CH3:11][C:4]1[C:3]2[C:2]([C:12]#[N:13])=[CH:10][CH:9]=[CH:8][C:7]=2[NH:6][CH:5]=1.